From a dataset of Forward reaction prediction with 1.9M reactions from USPTO patents (1976-2016). Predict the product of the given reaction. (1) Given the reactants [Br:1][C:2]1[N:3]=[CH:4][NH:5][CH:6]=1.[C:7](O[C:7]([O:9][C:10]([CH3:13])([CH3:12])[CH3:11])=[O:8])([O:9][C:10]([CH3:13])([CH3:12])[CH3:11])=[O:8], predict the reaction product. The product is: [C:10]([O:9][C:7]([N:5]1[CH:6]=[C:2]([Br:1])[N:3]=[CH:4]1)=[O:8])([CH3:13])([CH3:12])[CH3:11]. (2) Given the reactants [F:1][C:2]1[C:16]([CH2:17][NH:18][C:19](=[O:25])[O:20][C:21]([CH3:24])([CH3:23])[CH3:22])=[CH:15][C:5]2[N:6]([CH:9]3[CH2:14][CH2:13][CH2:12][CH2:11][O:10]3)[CH:7]=[N:8][C:4]=2[CH:3]=1.[H-].[Na+].[CH3:28]I, predict the reaction product. The product is: [F:1][C:2]1[C:16]([CH2:17][N:18]([CH3:28])[C:19](=[O:25])[O:20][C:21]([CH3:22])([CH3:24])[CH3:23])=[CH:15][C:5]2[N:6]([CH:9]3[CH2:14][CH2:13][CH2:12][CH2:11][O:10]3)[CH:7]=[N:8][C:4]=2[CH:3]=1. (3) Given the reactants [F:1][C:2]1[CH:3]=[C:4]([C:8]2[CH:16]=[CH:15][C:11]([C:12]([OH:14])=O)=[CH:10][N:9]=2)[CH:5]=[CH:6][CH:7]=1.[CH2:17]([N:19]1[C:23]2[CH2:24][CH2:25][CH:26]([NH2:28])[CH2:27][C:22]=2[N:21]=[CH:20]1)[CH3:18].CN(C(ON1N=NC2C=CC=CC1=2)=[N+](C)C)C.F[P-](F)(F)(F)(F)F.C(N(CC)CC)C, predict the reaction product. The product is: [CH2:17]([N:19]1[C:23]2[CH2:24][CH2:25][CH:26]([NH:28][C:12](=[O:14])[C:11]3[CH:15]=[CH:16][C:8]([C:4]4[CH:5]=[CH:6][CH:7]=[C:2]([F:1])[CH:3]=4)=[N:9][CH:10]=3)[CH2:27][C:22]=2[N:21]=[CH:20]1)[CH3:18]. (4) Given the reactants [NH2:1][C:2]1[CH:21]=[CH:20][C:5]2[C:6]([CH3:19])([CH3:18])[CH2:7][CH:8]([NH:12][C:13](=[O:17])[CH2:14][O:15][CH3:16])[C:9](=[O:11])[NH:10][C:4]=2[CH:3]=1.Cl[C:23]1[N:28]=[C:27]([NH:29][C:30]2[C:41]([F:42])=[CH:40][CH:39]=[CH:38][C:31]=2[C:32]([NH:34][CH2:35][C:36]#[CH:37])=[O:33])[C:26]([Cl:43])=[CH:25][N:24]=1, predict the reaction product. The product is: [Cl:43][C:26]1[C:27]([NH:29][C:30]2[C:41]([F:42])=[CH:40][CH:39]=[CH:38][C:31]=2[C:32]([NH:34][CH2:35][C:36]#[CH:37])=[O:33])=[N:28][C:23]([NH:1][C:2]2[CH:21]=[CH:20][C:5]3[C:6]([CH3:19])([CH3:18])[CH2:7][CH:8]([NH:12][C:13](=[O:17])[CH2:14][O:15][CH3:16])[C:9](=[O:11])[NH:10][C:4]=3[CH:3]=2)=[N:24][CH:25]=1. (5) Given the reactants [CH3:1][O:2][C:3](=[O:28])[C@:4]([N:15]1[C:20](=[O:21])[N:19]2[CH:22]=[N:23][C:24]([C:25](=[O:27])[NH2:26])=[C:18]2[N:17]=[N:16]1)([CH3:14])[CH2:5][O:6][Si](C(C)(C)C)(C)C, predict the reaction product. The product is: [CH3:1][O:2][C:3](=[O:28])[C@:4]([N:15]1[C:20](=[O:21])[N:19]2[CH:22]=[N:23][C:24]([C:25](=[O:27])[NH2:26])=[C:18]2[N:17]=[N:16]1)([CH3:14])[CH2:5][OH:6]. (6) Given the reactants Cl[C:2]1[C:3]2[CH2:12][CH2:11][CH2:10][C:4]=2[N:5]=[C:6]([S:8][CH3:9])[N:7]=1.P(Cl)(Cl)(Cl)=O.CO[C:20]1[CH:21]=[C:22]([CH:24]=[C:25]([O:27][CH3:28])[CH:26]=1)[NH2:23].[CH:29]([OH:32])(C)C, predict the reaction product. The product is: [CH3:29][O:32][C:21]1[CH:20]=[CH:26][C:25]([O:27][CH3:28])=[CH:24][C:22]=1[NH:23][C:2]1[C:3]2[CH2:12][CH2:11][CH2:10][C:4]=2[N:5]=[C:6]([S:8][CH3:9])[N:7]=1.